Dataset: Reaction yield outcomes from USPTO patents with 853,638 reactions. Task: Predict the reaction yield, written as a fraction of the theoretical maximum amount of product (1.0 means a 100% yield; for example, 0.34 means a 34% yield). (1) The reactants are [C:1](O)(=[O:7])[CH2:2][CH2:3][CH2:4][C:5]#[CH:6].C(N(CC)CC)C.CC(C)(C)C(Cl)=O.[Cl-].[Li+].[C:25]1([C@H:31]2[CH2:35][O:34][C:33](=[O:36])[NH:32]2)[CH:30]=[CH:29][CH:28]=[CH:27][CH:26]=1. The catalyst is O1CCCC1. The product is [C:1]([N:32]1[C@@H:31]([C:25]2[CH:26]=[CH:27][CH:28]=[CH:29][CH:30]=2)[CH2:35][O:34][C:33]1=[O:36])(=[O:7])[CH2:2][CH2:3][CH2:4][C:5]#[CH:6]. The yield is 0.854. (2) The reactants are [Cl:1][C:2]1[C:7]([N+:8]([O-])=O)=[CH:6][CH:5]=[CH:4][N:3]=1.[CH:11]([Mg]Br)=[CH2:12]. The catalyst is C1COCC1. The product is [Cl:1][C:2]1[N:3]=[CH:4][CH:5]=[C:6]2[C:7]=1[NH:8][CH:12]=[CH:11]2. The yield is 0.310. (3) The reactants are [CH2:1]([NH2:3])[CH3:2].[CH2:4]([O:11][C:12]1[CH:17]=[C:16]([O:18][CH2:19][C:20]2[CH:25]=[CH:24][CH:23]=[CH:22][CH:21]=2)[C:15]([CH:26]([CH3:28])[CH3:27])=[CH:14][C:13]=1[C:29]1[O:33][N:32]=[C:31]([C:34](=[O:38])[NH:35][CH2:36][CH3:37])[C:30]=1[CH:39]1[O:43][N:42]=[C:41]([C:44]([O:46]CC)=O)[CH2:40]1)[C:5]1[CH:10]=[CH:9][CH:8]=[CH:7][CH:6]=1. The catalyst is CO. The product is [CH2:4]([O:11][C:12]1[CH:17]=[C:16]([O:18][CH2:19][C:20]2[CH:21]=[CH:22][CH:23]=[CH:24][CH:25]=2)[C:15]([CH:26]([CH3:27])[CH3:28])=[CH:14][C:13]=1[C:29]1[O:33][N:32]=[C:31]([C:34]([NH:35][CH2:36][CH3:37])=[O:38])[C:30]=1[CH:39]1[O:43][N:42]=[C:41]([C:44](=[O:46])[NH:3][CH2:1][CH3:2])[CH2:40]1)[C:5]1[CH:10]=[CH:9][CH:8]=[CH:7][CH:6]=1. The yield is 0.930. (4) The reactants are Cl.[Si:2]([O:19][CH2:20][CH2:21]/[CH:22]=[CH:23]/[C@@H:24]([NH2:29])[CH2:25][CH:26]([CH3:28])[CH3:27])([C:15]([CH3:18])([CH3:17])[CH3:16])([C:9]1[CH:14]=[CH:13][CH:12]=[CH:11][CH:10]=1)[C:3]1[CH:8]=[CH:7][CH:6]=[CH:5][CH:4]=1.CCN(CC)CC.Cl[C:38]([O:40][CH2:41][C:42]1[CH:47]=[CH:46][CH:45]=[CH:44][CH:43]=1)=[O:39]. The catalyst is C1COCC1.C(Cl)Cl.O. The product is [Si:2]([O:19][CH2:20][CH2:21]/[CH:22]=[CH:23]/[C@@H:24]([NH:29][C:38](=[O:39])[O:40][CH2:41][C:42]1[CH:47]=[CH:46][CH:45]=[CH:44][CH:43]=1)[CH2:25][CH:26]([CH3:27])[CH3:28])([C:15]([CH3:17])([CH3:18])[CH3:16])([C:9]1[CH:10]=[CH:11][CH:12]=[CH:13][CH:14]=1)[C:3]1[CH:4]=[CH:5][CH:6]=[CH:7][CH:8]=1. The yield is 0.720. (5) The reactants are F[B-](F)(F)F.[O:6]=[N+:7]=[O:8].[F:9][C:10]1[CH:11]=[C:12]2[C:17](=[CH:18][CH:19]=1)[N:16]([CH:20]=[O:21])[CH:15]([CH3:22])[CH2:14][CH2:13]2. The catalyst is ClCCl. The product is [F:9][C:10]1[CH:11]=[C:12]2[C:17](=[C:18]([N+:7]([O-:8])=[O:6])[CH:19]=1)[N:16]([CH:20]=[O:21])[CH:15]([CH3:22])[CH2:14][CH2:13]2. The yield is 0.970. (6) The reactants are F[C:2]1[CH:7]=[CH:6][CH:5]=[C:4]([F:8])[N:3]=1.[CH3:9][O:10][C:11]1[CH:18]=[CH:17][C:14]([CH2:15][NH2:16])=[CH:13][CH:12]=1.C(N(CC)C(C)C)(C)C.O. The catalyst is CN1CCCC1=O. The product is [F:8][C:4]1[N:3]=[C:2]([NH:16][CH2:15][C:14]2[CH:17]=[CH:18][C:11]([O:10][CH3:9])=[CH:12][CH:13]=2)[CH:7]=[CH:6][CH:5]=1. The yield is 0.748. (7) The reactants are [CH2:1]([OH:3])[CH3:2].[OH-].[Na+:5].[CH2:6]([P:8]([CH2:11]CC#N)(=[O:10])[OH:9])[CH3:7].S(=O)(=O)(O)[OH:16]. The catalyst is O. The product is [Na+:5].[CH2:6]([P:8]([OH:9])([CH2:11][CH2:2][C:1]([O-:16])=[O:3])=[O:10])[CH3:7]. The yield is 0.890. (8) The reactants are [F:1][C:2]1[C:3]([C:13]([O:15][CH3:16])=[O:14])=[CH:4][NH:5][C:6]=1[C:7]1[CH:12]=[CH:11][CH:10]=[CH:9][CH:8]=1.[H-].[Na+].C1OCCOCCOCCOCCOC1.Cl.[N:35]1[CH:40]=[CH:39][CH:38]=[C:37]([S:41](Cl)(=[O:43])=[O:42])[CH:36]=1. The catalyst is O1CCCC1.O. The product is [F:1][C:2]1[C:3]([C:13]([O:15][CH3:16])=[O:14])=[CH:4][N:5]([S:41]([C:37]2[CH:36]=[N:35][CH:40]=[CH:39][CH:38]=2)(=[O:43])=[O:42])[C:6]=1[C:7]1[CH:12]=[CH:11][CH:10]=[CH:9][CH:8]=1. The yield is 0.730. (9) The reactants are [H-].[Na+].[OH:3]/[N:4]=[C:5](/[C:12]1[CH:17]=[CH:16][CH:15]=[CH:14][CH:13]=1)\[CH2:6][CH2:7][C:8]([O:10][CH3:11])=[O:9].[Cl:18][C:19]1[N:24]2[CH:25]=[C:26]([CH2:28][O:29][C:30]3[CH:35]=[CH:34][C:33]([CH2:36]Cl)=[CH:32][CH:31]=3)[N:27]=[C:23]2[CH:22]=[CH:21][CH:20]=1.Cl.C(=O)(O)[O-].[Na+]. The catalyst is C(OCC)(=O)C.CCCCCC. The product is [Cl:18][C:19]1[N:24]2[CH:25]=[C:26]([CH2:28][O:29][C:30]3[CH:31]=[CH:32][C:33]([CH2:36][O:3]/[N:4]=[C:5](/[C:12]4[CH:17]=[CH:16][CH:15]=[CH:14][CH:13]=4)\[CH2:6][CH2:7][C:8]([O:10][CH3:11])=[O:9])=[CH:34][CH:35]=3)[N:27]=[C:23]2[CH:22]=[CH:21][CH:20]=1. The yield is 0.670. (10) The catalyst is CCO. The yield is 0.740. The reactants are C(OC([N:6]1[C:14]2[CH2:13][CH2:12][N:11]([C:15]([O:17][C:18]([CH3:21])([CH3:20])[CH3:19])=[O:16])[CH2:10][C:9]=2[C:8]([NH:22][C:23]([C:25]2[CH:30]=[CH:29][N:28]=[CH:27][C:26]=2[N:31]2C(=O)C3C(=CC=CC=3)C2=O)=[O:24])=[N:7]1)=O)C.O.NN. The product is [C:18]([O:17][C:15]([N:11]1[CH2:12][CH2:13][C:14]2[NH:6][N:7]=[C:8]([NH:22][C:23]([C:25]3[CH:30]=[CH:29][N:28]=[CH:27][C:26]=3[NH2:31])=[O:24])[C:9]=2[CH2:10]1)=[O:16])([CH3:21])([CH3:19])[CH3:20].